From a dataset of Catalyst prediction with 721,799 reactions and 888 catalyst types from USPTO. Predict which catalyst facilitates the given reaction. (1) Reactant: [CH3:1][C:2]([CH:13]([C:16]([C:18]1[CH:32]=[CH:31][C:21]2[N:22]=[C:23]([C:25]3[CH:30]=[CH:29][CH:28]=[CH:27][CH:26]=3)[O:24][C:20]=2[CH:19]=1)=[O:17])[CH2:14][CH3:15])(C(OCC)=O)[C:3]([O:5]CC)=[O:4].O1CCOCC1.[OH-].[Li+].Cl. Product: [CH3:1][CH:2]([CH:13]([C:16]([C:18]1[CH:32]=[CH:31][C:21]2[N:22]=[C:23]([C:25]3[CH:26]=[CH:27][CH:28]=[CH:29][CH:30]=3)[O:24][C:20]=2[CH:19]=1)=[O:17])[CH2:14][CH3:15])[C:3]([OH:5])=[O:4]. The catalyst class is: 6. (2) The catalyst class is: 2. Reactant: C(OC(=O)[NH:7][C:8]1[CH:13]=[C:12]([N:14]([CH:16]2[CH2:18][CH2:17]2)[CH3:15])[C:11]([Cl:19])=[CH:10][C:9]=1[NH2:20])(C)(C)C.C(O[C:27](=[O:43])[CH2:28][C:29]([C:31]1[CH:36]=[CH:35][CH:34]=[C:33]([C:37]2[O:41][N:40]=[C:39]([CH3:42])[CH:38]=2)[CH:32]=1)=O)(C)(C)C.C(O)(C(F)(F)F)=O. Product: [Cl:19][C:11]1[C:12]([N:14]([CH:16]2[CH2:17][CH2:18]2)[CH3:15])=[CH:13][C:8]2[N:7]=[C:29]([C:31]3[CH:36]=[CH:35][CH:34]=[C:33]([C:37]4[O:41][N:40]=[C:39]([CH3:42])[CH:38]=4)[CH:32]=3)[CH2:28][C:27](=[O:43])[NH:20][C:9]=2[CH:10]=1.